This data is from NCI-60 drug combinations with 297,098 pairs across 59 cell lines. The task is: Regression. Given two drug SMILES strings and cell line genomic features, predict the synergy score measuring deviation from expected non-interaction effect. Drug 1: C1CCC(CC1)NC(=O)N(CCCl)N=O. Drug 2: C1=CN(C(=O)N=C1N)C2C(C(C(O2)CO)O)O.Cl. Cell line: SN12C. Synergy scores: CSS=11.0, Synergy_ZIP=-8.32, Synergy_Bliss=-8.34, Synergy_Loewe=-35.5, Synergy_HSA=-5.81.